From a dataset of Full USPTO retrosynthesis dataset with 1.9M reactions from patents (1976-2016). Predict the reactants needed to synthesize the given product. (1) Given the product [CH3:1][O:2][C:3]1[CH:4]=[CH:5][C:6]2[N:7]([N:24]=[C:10]([NH2:12])[N:9]=2)[CH:8]=1, predict the reactants needed to synthesize it. The reactants are: [CH3:1][O:2][C:3]1[CH:4]=[CH:5][C:6]([NH:9][C:10]([NH:12]C(=O)OCC)=S)=[N:7][CH:8]=1.[Cl-].O[NH3+].C([N:24](CC)C(C)C)(C)C.C(O)C. (2) Given the product [CH:1]1([CH2:4][N:5]2[CH2:10][CH2:9][CH:8]([OH:11])[CH2:7][CH2:6]2)[CH2:2][CH2:3]1, predict the reactants needed to synthesize it. The reactants are: [CH:1]1([CH2:4][N:5]2[CH2:10][CH2:9][C:8](=[O:11])[CH2:7][CH2:6]2)[CH2:3][CH2:2]1.[BH4-].[Na+].O.[OH-].[Na+]. (3) Given the product [OH:23][C:11]1[CH:12]=[CH:13][C:14]2[S:15][C:16]([C:19](=[O:21])[CH3:20])=[CH:17][C:18]=2[CH:10]=1, predict the reactants needed to synthesize it. The reactants are: C(O[C:10]1[C:18]2[CH:17]=[C:16]([C:19](=[O:21])[CH3:20])[S:15][C:14]=2[CH:13]=[CH:12][CH:11]=1)(=O)C1C=CC=CC=1.C(=O)([O-])[O-:23].[K+].[K+].[OH-].[Na+]. (4) Given the product [Si:14]([O:25][CH2:24][CH2:23][N:18]1[CH:22]=[CH:21][N:20]=[CH:19]1)([C:10]([CH3:13])([CH3:12])[CH3:11])([CH3:17])[CH3:16], predict the reactants needed to synthesize it. The reactants are: C(N(C(C)C)CC)(C)C.[C:10]([Si:14]([CH3:17])([CH3:16])Cl)([CH3:13])([CH3:12])[CH3:11].[N:18]1([CH2:23][CH2:24][OH:25])[CH:22]=[CH:21][N:20]=[CH:19]1.O. (5) Given the product [C:1]1([C:7](=[N:14][C:15]([C:21]2[CH:22]=[N:23][CH:24]=[N:25][CH:26]=2)([CH3:29])[C:16]([O:18][CH2:19][CH3:20])=[O:17])[C:8]2[CH:13]=[CH:12][CH:11]=[CH:10][CH:9]=2)[CH:6]=[CH:5][CH:4]=[CH:3][CH:2]=1, predict the reactants needed to synthesize it. The reactants are: [C:1]1([C:7](=[N:14][CH:15]([C:21]2[CH:22]=[N:23][CH:24]=[N:25][CH:26]=2)[C:16]([O:18][CH2:19][CH3:20])=[O:17])[C:8]2[CH:13]=[CH:12][CH:11]=[CH:10][CH:9]=2)[CH:6]=[CH:5][CH:4]=[CH:3][CH:2]=1.[H-].[Na+].[CH3:29]I.O.